From a dataset of Catalyst prediction with 721,799 reactions and 888 catalyst types from USPTO. Predict which catalyst facilitates the given reaction. (1) Reactant: Cl[C:2]1[N:7]=[C:6]2[CH:8]=[CH:9][N:10]([CH2:11][C@@H:12]3[CH2:16][CH2:15][N:14]([C:17]([O:19][C:20]([CH3:23])([CH3:22])[CH3:21])=[O:18])[CH2:13]3)[C:5]2=[CH:4][C:3]=1[C:24]1[CH:29]=[CH:28][C:27]([C:30]#[N:31])=[CH:26][CH:25]=1.C(=O)([O-])[O-].[Na+].[Na+].[CH3:38][C:39]1[CH:44]=[CH:43][C:42](B(O)O)=[CH:41][CH:40]=1. Product: [C:30]([C:27]1[CH:28]=[CH:29][C:24]([C:3]2[CH:4]=[C:5]3[N:10]([CH2:11][C@@H:12]4[CH2:16][CH2:15][N:14]([C:17]([O:19][C:20]([CH3:23])([CH3:21])[CH3:22])=[O:18])[CH2:13]4)[CH:9]=[CH:8][C:6]3=[N:7][C:2]=2[C:42]2[CH:43]=[CH:44][C:39]([CH3:38])=[CH:40][CH:41]=2)=[CH:25][CH:26]=1)#[N:31]. The catalyst class is: 75. (2) The catalyst class is: 3. Reactant: O[C:2]1[C:11]2[C:6](=[N:7][CH:8]=[CH:9][CH:10]=2)[N:5]([C:12]2[CH:17]=[CH:16][CH:15]=[C:14]([O:18][C:19]([F:22])([F:21])[F:20])[CH:13]=2)C(=O)[C:3]=1[C:24](=O)[CH2:25][C:26]1[CH:31]=[CH:30][CH:29]=[CH:28][C:27]=1[C:32]([F:35])([F:34])[F:33].O.[NH2:38][NH2:39].[C:40](=[O:43])([O-])O.[Na+]. Product: [F:21][C:19]([F:22])([F:20])[O:18][C:14]1[CH:13]=[C:12]([N:5]2[C:6]3[N:7]=[CH:8][CH:9]=[CH:10][C:11]=3[C:2]3[NH:38][N:39]=[C:24]([CH2:25][C:26]4[CH:31]=[CH:30][CH:29]=[CH:28][C:27]=4[C:32]([F:33])([F:34])[F:35])[C:3]=3[C:40]2=[O:43])[CH:17]=[CH:16][CH:15]=1. (3) Reactant: [Cl:1][C:2]1[C:3]2[CH:10]=[CH:9][NH:8][C:4]=2[N:5]=[CH:6][N:7]=1.C(=O)([O-])[O-].[K+].[K+].[CH2:17](Cl)[C:18]1[CH:23]=[CH:22][CH:21]=[CH:20][CH:19]=1. Product: [CH2:17]([N:8]1[C:4]2[N:5]=[CH:6][N:7]=[C:2]([Cl:1])[C:3]=2[CH:10]=[CH:9]1)[C:18]1[CH:23]=[CH:22][CH:21]=[CH:20][CH:19]=1. The catalyst class is: 3.